From a dataset of hERG potassium channel inhibition data for cardiac toxicity prediction from Karim et al.. Regression/Classification. Given a drug SMILES string, predict its toxicity properties. Task type varies by dataset: regression for continuous values (e.g., LD50, hERG inhibition percentage) or binary classification for toxic/non-toxic outcomes (e.g., AMES mutagenicity, cardiotoxicity, hepatotoxicity). Dataset: herg_karim. (1) The drug is CC[C@@H](C)[C@H](C(=O)O)N1CC(CN2CCC(c3cc(Cc4ccc(C5COC5)cc4)nn3CC)CC2)[C@@H](c2cccc(F)c2)C1. The result is 1 (blocker). (2) The compound is N[C@@H](CC(=O)N1CCn2c(nnc2C(F)(F)F)C1)Cc1cc(F)c(F)cc1F. The result is 0 (non-blocker). (3) The result is 0 (non-blocker). The drug is COc1c(N2CCNC(C)C2)c(F)cc2c(=O)c(C(=O)O)cn(C3CC3)c12. (4) The drug is COc1ccc(CCN2C(=O)N(NS(C)(=O)=O)CC2c2ccc(OC)cc2)cc1. The result is 0 (non-blocker). (5) The compound is C1=C(c2nc(-c3cccnc3)no2)c2ccccc2C12CCN(CC1CCCO1)CC2. The result is 1 (blocker). (6) The drug is CCS(=O)(=O)c1ccc2c(c1)nc(C(C)(C)C)n2CC1CC1. The result is 1 (blocker).